The task is: Predict the reactants needed to synthesize the given product.. This data is from Full USPTO retrosynthesis dataset with 1.9M reactions from patents (1976-2016). (1) Given the product [CH:41]1([C@@H:39]2[N:38]([C:46]3[CH:53]=[CH:52][C:49]([C:50]#[N:51])=[C:48]([CH3:54])[N:47]=3)[N:37]=[C:36]([C:25]3[CH:30]=[CH:29][CH:28]=[C:27]([O:31][CH:32]([CH3:34])[CH3:33])[N:26]=3)[CH2:40]2)[CH2:42][CH2:43][CH2:44][CH2:45]1, predict the reactants needed to synthesize it. The reactants are: C([O-])(=O)C.[K+].B1(B2OC(C)(C)C(C)(C)O2)OC(C)(C)C(C)(C)O1.Cl[C:25]1[CH:30]=[CH:29][CH:28]=[C:27]([O:31][CH:32]([CH3:34])[CH3:33])[N:26]=1.Cl[C:36]1[CH2:40][C@H:39]([CH:41]2[CH2:45][CH2:44][CH2:43][CH2:42]2)[N:38]([C:46]2[CH:53]=[CH:52][C:49]([C:50]#[N:51])=[C:48]([CH3:54])[N:47]=2)[N:37]=1.C(=O)([O-])[O-].[Na+].[Na+]. (2) Given the product [Cl:18][C:13]1[CH:14]=[C:15]([CH:16]=[CH2:17])[C:9]2[O:8][CH:7]([C:19]([F:21])([F:20])[F:22])[C:6]([C:4]([OH:5])=[O:3])=[CH:11][C:10]=2[CH:12]=1, predict the reactants needed to synthesize it. The reactants are: C([O:3][C:4]([C:6]1[CH:7]([C:19]([F:22])([F:21])[F:20])[O:8][C:9]2[C:15]([CH:16]=[CH2:17])=[CH:14][C:13]([Cl:18])=[CH:12][C:10]=2[CH:11]=1)=[O:5])=C.[OH-].[Na+]. (3) Given the product [C:7]([C:6]1[CH:9]=[C:2]([NH:1][C:43]([C:42]2[C:38]([CH3:37])=[N:39][O:40][C:41]=2[CH3:46])=[O:44])[CH:3]=[CH:4][C:5]=1[N:10]1[CH2:15][CH2:14][N:13]([CH:16]([C:17]2[CH:22]=[CH:21][CH:20]=[CH:19][C:18]=2[CH3:23])[C:24]2[CH:25]=[CH:26][CH:27]=[CH:28][CH:29]=2)[CH2:12][CH2:11]1)#[N:8], predict the reactants needed to synthesize it. The reactants are: [NH2:1][C:2]1[CH:3]=[CH:4][C:5]([N:10]2[CH2:15][CH2:14][N:13]([CH:16]([C:24]3[CH:29]=[CH:28][CH:27]=[CH:26][CH:25]=3)[C:17]3[CH:22]=[CH:21][CH:20]=[CH:19][C:18]=3[CH3:23])[CH2:12][CH2:11]2)=[C:6]([CH:9]=1)[C:7]#[N:8].C(N(CC)CC)C.[CH3:37][C:38]1[C:42]([C:43](Cl)=[O:44])=[C:41]([CH3:46])[O:40][N:39]=1. (4) The reactants are: [NH2:1][C@@H:2]([CH2:17][C:18]1[CH:23]=[CH:22][CH:21]=[CH:20][CH:19]=1)[C:3]([NH:5][C:6]1[S:7][C:8]([C:11]2[CH:16]=[CH:15][N:14]=[CH:13][CH:12]=2)=[N:9][N:10]=1)=[O:4].[NH:24]1[CH:28]=[C:27]([CH:29]=O)[N:26]=[CH:25]1.[BH3-][C:32]#N.[Na+]. Given the product [CH3:32][N:24]1[CH:28]=[C:27]([CH2:29][NH:1][C@@H:2]([CH2:17][C:18]2[CH:23]=[CH:22][CH:21]=[CH:20][CH:19]=2)[C:3]([NH:5][C:6]2[S:7][C:8]([C:11]3[CH:16]=[CH:15][N:14]=[CH:13][CH:12]=3)=[N:9][N:10]=2)=[O:4])[N:26]=[CH:25]1, predict the reactants needed to synthesize it. (5) Given the product [CH3:26][N:27]1[CH:31]=[C:30]([C:2]2[S:6][C:5]([CH2:7][N:8]3[CH2:16][C:15]4[CH:14]=[CH:13][N:12]=[C:11]([O:17][C@@H:18]5[CH2:23][CH2:22][CH2:21][CH2:20][C@H:19]5[OH:24])[C:10]=4[C:9]3=[O:25])=[CH:4][CH:3]=2)[C:29]([CH3:41])=[N:28]1, predict the reactants needed to synthesize it. The reactants are: Br[C:2]1[S:6][C:5]([CH2:7][N:8]2[CH2:16][C:15]3[CH:14]=[CH:13][N:12]=[C:11]([O:17][C@@H:18]4[CH2:23][CH2:22][CH2:21][CH2:20][C@H:19]4[OH:24])[C:10]=3[C:9]2=[O:25])=[CH:4][CH:3]=1.[CH3:26][N:27]1[CH:31]=[C:30](B2OC(C)(C)C(C)(C)O2)[C:29]([CH3:41])=[N:28]1.C(=O)([O-])[O-].[Na+].[Na+]. (6) The reactants are: CC1(C)[O:6][CH:5]([C:7]2[CH:12]=[CH:11][N:10]=[C:9]([NH2:13])[N:8]=2)[CH2:4][O:3]1.O.C1(C)C=CC(S(O)(=O)=O)=CC=1.N1C=CN=C1.[Si:32](Cl)([C:35]([CH3:38])([CH3:37])[CH3:36])([CH3:34])[CH3:33]. Given the product [NH2:13][C:9]1[N:8]=[C:7]([CH:5]([OH:6])[CH2:4][O:3][Si:32]([C:35]([CH3:38])([CH3:37])[CH3:36])([CH3:34])[CH3:33])[CH:12]=[CH:11][N:10]=1, predict the reactants needed to synthesize it. (7) The reactants are: N1C=CN2C=1C(C(N)=O)=NC=C2.[F:13][C:14]1[CH:19]=[C:18]([F:20])[CH:17]=[CH:16][C:15]=1[CH2:21][NH:22][C:23]([C:25]1[C:26](=[O:50])[C:27]([O:42]CC2C=CC=CC=2)=[C:28]2[C:33](=[O:34])[N:32]3[CH2:35][C@H:36]4[CH2:40][CH2:39][CH2:38][N:37]4[C@@H:31]3[CH2:30][N:29]2[CH:41]=1)=[O:24].[OH-].[NH4+]. Given the product [F:13][C:14]1[CH:19]=[C:18]([F:20])[CH:17]=[CH:16][C:15]=1[CH2:21][NH:22][C:23]([C:25]1[C:26](=[O:50])[C:27]([OH:42])=[C:28]2[C:33](=[O:34])[N:32]3[CH2:35][C@H:36]4[CH2:40][CH2:39][CH2:38][N:37]4[C@@H:31]3[CH2:30][N:29]2[CH:41]=1)=[O:24], predict the reactants needed to synthesize it.